This data is from CYP3A4 inhibition data for predicting drug metabolism from PubChem BioAssay. The task is: Regression/Classification. Given a drug SMILES string, predict its absorption, distribution, metabolism, or excretion properties. Task type varies by dataset: regression for continuous measurements (e.g., permeability, clearance, half-life) or binary classification for categorical outcomes (e.g., BBB penetration, CYP inhibition). Dataset: cyp3a4_veith. (1) The drug is CCNC(=O)[C@@H]1O[C@@H](n2cnc3c(N)ncnc32)[C@@H](O)[C@H]1O. The result is 0 (non-inhibitor). (2) The molecule is Cn1c(N)c(N=Nc2ccc(S(N)(=O)=O)cc2)c(=O)n(C)c1=O. The result is 0 (non-inhibitor).